Dataset: Catalyst prediction with 721,799 reactions and 888 catalyst types from USPTO. Task: Predict which catalyst facilitates the given reaction. (1) Reactant: [CH3:1][C@H:2]1[CH2:7][NH:6][CH2:5][CH2:4][NH:3]1.[Br:8][C:9]1[CH:10]=[C:11]([CH:14]=[CH:15][CH:16]=1)[CH:12]=O.[BH-](OC(C)=O)(OC(C)=O)OC(C)=O.[Na+]. Product: [Br:8][C:9]1[CH:10]=[C:11]([CH2:12][N:6]2[CH2:5][CH2:4][NH:3][C@@H:2]([CH3:1])[CH2:7]2)[CH:14]=[CH:15][CH:16]=1. The catalyst class is: 2. (2) Reactant: [CH2:1]([C:5]1[CH:10]=[CH:9][C:8]([NH:11][S:12]([C:15]2[CH:16]=[CH:17][C:18]([CH3:36])=[C:19]([CH:35]=2)[C:20]([N:22]2[CH2:27][CH2:26][N:25](C(OC(C)(C)C)=O)[CH2:24][CH2:23]2)=[O:21])(=[O:14])=[O:13])=[CH:7][CH:6]=1)[CH2:2][CH2:3][CH3:4]. Product: [CH2:1]([C:5]1[CH:10]=[CH:9][C:8]([NH:11][S:12]([C:15]2[CH:16]=[CH:17][C:18]([CH3:36])=[C:19]([C:20]([N:22]3[CH2:23][CH2:24][NH:25][CH2:26][CH2:27]3)=[O:21])[CH:35]=2)(=[O:13])=[O:14])=[CH:7][CH:6]=1)[CH2:2][CH2:3][CH3:4]. The catalyst class is: 33. (3) Reactant: [CH3:1][O:2][C:3]1[CH:4]=[C:5]([C:11]2[CH:15]=[C:14]([CH2:16][CH2:17][CH:18]=O)[O:13][N:12]=2)[CH:6]=[CH:7][C:8]=1[O:9][CH3:10].[C:20]1([N:26]2[CH2:31][CH2:30][NH:29][CH2:28][CH2:27]2)[CH:25]=[CH:24][CH:23]=[CH:22][CH:21]=1.[BH-](OC(C)=O)(OC(C)=O)OC(C)=O.[Na+]. Product: [CH3:10][O:9][C:8]1[CH:7]=[CH:6][C:5]([C:11]2[CH:15]=[C:14]([CH2:16][CH2:17][CH2:18][N:29]3[CH2:30][CH2:31][N:26]([C:20]4[CH:25]=[CH:24][CH:23]=[CH:22][CH:21]=4)[CH2:27][CH2:28]3)[O:13][N:12]=2)=[CH:4][C:3]=1[O:2][CH3:1]. The catalyst class is: 2. (4) Reactant: C[O:2][C:3]1[CH:4]=[C:5]([CH:22]=[C:23]([O:25][CH3:26])[CH:24]=1)[O:6][CH2:7][C@H:8]1[C:17]([CH3:18])=[CH:16][CH2:15][C@@H:14]2[C@:9]1([CH3:21])[CH2:10][CH2:11][CH2:12][C:13]2([CH3:20])[CH3:19]. Product: [CH3:18][C:17]1[C@H:8]([CH2:7][O:6][C:5]2[CH:4]=[C:3]([OH:2])[CH:24]=[C:23]([O:25][CH3:26])[CH:22]=2)[C@:9]2([CH3:21])[C@@H:14]([CH2:15][CH:16]=1)[C:13]([CH3:19])([CH3:20])[CH2:12][CH2:11][CH2:10]2. The catalyst class is: 37. (5) Reactant: [CH3:1][C:2]1[CH:10]=[CH:9][CH:8]=[CH:7][C:3]=1[C:4](Cl)=[O:5].Cl.[NH:12]1[CH2:17][CH2:16][C:15](O)([OH:18])[CH2:14][CH2:13]1.C(=O)([O-])[O-].[K+].[K+]. Product: [CH3:1][C:2]1[CH:10]=[CH:9][CH:8]=[CH:7][C:3]=1[C:4]([N:12]1[CH2:17][CH2:16][C:15](=[O:18])[CH2:14][CH2:13]1)=[O:5]. The catalyst class is: 46. (6) Reactant: [Cl:1][C:2]1[N:10]([CH2:11][CH:12]=[CH2:13])[C:9]2[C:8](=[O:14])[NH:7][C:6](=[O:15])[NH:5][C:4]=2[N:3]=1.C(=O)([O-])[O-].[Na+].[Na+].Br[CH2:23][CH2:24][CH:25]([CH3:27])[CH3:26]. Product: [Cl:1][C:2]1[N:10]([CH2:11][CH:12]=[CH2:13])[C:9]2[C:8](=[O:14])[NH:7][C:6](=[O:15])[N:5]([CH2:23][CH2:24][CH:25]([CH3:27])[CH3:26])[C:4]=2[N:3]=1. The catalyst class is: 3. (7) Reactant: [CH2:1]([N:3]([CH2:15][CH3:16])[C:4]1[CH:14]=[CH:13][C:7]2[CH:8]=[C:9]([CH:11]=O)[O:10][C:6]=2[CH:5]=1)[CH3:2].[C:17]([CH2:20][CH2:21][CH2:22][CH2:23][CH2:24][N+:25]1[CH:30]=[CH:29][C:28]([CH3:31])=[C:27]([S:32]([O-:35])(=[O:34])=[O:33])[CH:26]=1)([OH:19])=[O:18].[CH3:36][N+:37]([CH2:40][C:41]([OH:43])=[O:42])([CH3:39])[CH3:38]. Product: [C:17]([CH2:20][CH2:21][CH2:22][CH2:23][CH2:24][N+:25]1[CH:30]=[CH:29][C:28](/[CH:31]=[CH:11]/[C:9]2[O:10][C:6]3[CH:5]=[C:4]([N:3]([CH2:1][CH3:2])[CH2:15][CH3:16])[CH:14]=[CH:13][C:7]=3[CH:8]=2)=[C:27]([S:32]([O-:35])(=[O:34])=[O:33])[CH:26]=1)([OH:19])=[O:18].[CH3:36][N+:37]([CH2:40][C:41]([OH:43])=[O:42])([CH3:39])[CH3:38]. The catalyst class is: 24.